Dataset: Reaction yield outcomes from USPTO patents with 853,638 reactions. Task: Predict the reaction yield, written as a fraction of the theoretical maximum amount of product (1.0 means a 100% yield; for example, 0.34 means a 34% yield). The reactants are [CH:1]([C:4]1[CH:11]=[C:10]([N+:12]([O-:14])=[O:13])[CH:9]=[CH:8]C=1C#N)([CH3:3])[CH3:2].S(=O)(=O)(O)[OH:16].[O:20]1[CH2:25][CH2:24]OCC1. No catalyst specified. The product is [CH:1]([C:4]1[CH:11]=[C:10]([N+:12]([O-:14])=[O:13])[CH:9]=[CH:8][C:24]=1[C:25]([OH:20])=[O:16])([CH3:3])[CH3:2]. The yield is 0.520.